This data is from Catalyst prediction with 721,799 reactions and 888 catalyst types from USPTO. The task is: Predict which catalyst facilitates the given reaction. Reactant: C([O-])(=O)C.[Na+].Br[CH:7]([CH2:12][C:13]1[CH:18]=[CH:17][CH:16]=[CH:15][CH:14]=1)[C:8]([O:10]C)=[O:9].[CH3:19][O:20][C:21]1[CH:27]=[CH:26][C:25]([CH2:28][S:29]([CH2:32][CH2:33][C:34]2[C:39]([O:40][CH3:41])=[CH:38][C:37]([O:42][CH3:43])=[CH:36][C:35]=2[O:44][CH3:45])(=[O:31])=[O:30])=[CH:24][C:22]=1[NH2:23].C(Cl)(Cl)Cl.CO. Product: [CH3:19][O:20][C:21]1[CH:27]=[CH:26][C:25]([CH2:28][S:29]([CH2:32][CH2:33][C:34]2[C:35]([O:44][CH3:45])=[CH:36][C:37]([O:42][CH3:43])=[CH:38][C:39]=2[O:40][CH3:41])(=[O:31])=[O:30])=[CH:24][C:22]=1[NH:23][CH:7]([CH2:12][C:13]1[CH:18]=[CH:17][CH:16]=[CH:15][CH:14]=1)[C:8]([OH:10])=[O:9]. The catalyst class is: 8.